This data is from Retrosynthesis with 50K atom-mapped reactions and 10 reaction types from USPTO. The task is: Predict the reactants needed to synthesize the given product. (1) The reactants are: N[C@@H]1C[C@H](CO)[C@@H](O)[C@H]1O.Nc1ncnc(Cl)c1[N+](=O)[O-]. Given the product Nc1ncnc(N[C@@H]2C[C@H](CO)[C@@H](O)[C@H]2O)c1[N+](=O)[O-], predict the reactants needed to synthesize it. (2) Given the product CCCCCCCOc1ccc(CC[C@](C)(CO)NC(=O)OC(C)(C)C)cc1, predict the reactants needed to synthesize it. The reactants are: CC(C)(C)OC(=O)N[C@@](C)(CO)CCc1ccc(O)cc1.CCCCCCCOS(C)(=O)=O.